From a dataset of Forward reaction prediction with 1.9M reactions from USPTO patents (1976-2016). Predict the product of the given reaction. (1) Given the reactants [OH:1][NH:2][C:3]([C:5]1[C:14]2[C:9](=[CH:10][CH:11]=[CH:12][CH:13]=2)[CH:8]=[CH:7][N:6]=1)=[NH:4].[CH3:15][O:16][C:17]1[CH:26]=[CH:25][C:24]2[C:19](=[CH:20][CH:21]=[CH:22][CH:23]=2)[C:18]=1[C:27](O)=O, predict the reaction product. The product is: [CH3:15][O:16][C:17]1[CH:26]=[CH:25][C:24]2[C:19](=[CH:20][CH:21]=[CH:22][CH:23]=2)[C:18]=1[C:27]1[O:1][N:2]=[C:3]([C:5]2[C:14]3[C:9](=[CH:10][CH:11]=[CH:12][CH:13]=3)[CH:8]=[CH:7][N:6]=2)[N:4]=1. (2) Given the reactants B(Cl)(Cl)Cl.[CH2:5]([NH:8][C:9]1[CH:14]=[CH:13][C:12]([Cl:15])=[CH:11][CH:10]=1)[CH:6]=[CH2:7].[O:16]1[C:21]2[CH:22]=[CH:23][CH:24]=[C:25]([CH:26]=[O:27])[C:20]=2[O:19][CH2:18][CH2:17]1.C(N(CC)CC)C.C(=O)(O)[O-].[Na+], predict the reaction product. The product is: [CH2:5]([NH:8][C:9]1[CH:10]=[CH:11][C:12]([Cl:15])=[CH:13][C:14]=1[CH:26]([C:25]1[C:20]2[O:19][CH2:18][CH2:17][O:16][C:21]=2[CH:22]=[CH:23][CH:24]=1)[OH:27])[CH:6]=[CH2:7]. (3) Given the reactants F[C:2]1[CH:7]=[C:6]([F:8])[CH:5]=[CH:4][C:3]=1[N+:9]([O-:11])=[O:10].[F:12][C:13]([F:17])([F:16])[CH2:14][OH:15].[OH-].[Na+].OS(O)(=O)=O, predict the reaction product. The product is: [F:8][C:6]1[CH:5]=[CH:4][C:3]([N+:9]([O-:11])=[O:10])=[C:2]([O:15][CH2:14][C:13]([F:17])([F:16])[F:12])[CH:7]=1. (4) The product is: [Cl:1][C:2]1[CH:9]=[CH:8][C:5]([CH:6]2[CH2:10][CH:17]([OH:21])[CH2:18][CH2:19][O:7]2)=[CH:4][CH:3]=1. Given the reactants [Cl:1][C:2]1[CH:9]=[CH:8][C:5]([CH:6]=[O:7])=[CH:4][CH:3]=1.[C:10](O)(C(F)(F)F)=O.[CH2:17]([OH:21])[CH2:18][CH:19]=C, predict the reaction product. (5) Given the reactants Br[C:2]1[S:6][C:5]([NH:7][C:8]([NH:10][C:11]2[CH:16]=[CH:15][C:14]([CH3:17])=[CH:13][C:12]=2[C:18]([CH:20]2[CH2:24][CH2:23][CH2:22][CH2:21]2)=[O:19])=[O:9])=[N:4][CH:3]=1.[CH3:25][O:26][C:27]([C:29]1[C:34]([SH:35])=[CH:33][CH:32]=[CH:31][N:30]=1)=[O:28], predict the reaction product. The product is: [CH3:25][O:26][C:27]([C:29]1[C:34]([S:35][C:2]2[S:6][C:5]([NH:7][C:8]([NH:10][C:11]3[CH:16]=[CH:15][C:14]([CH3:17])=[CH:13][C:12]=3[C:18]([CH:20]3[CH2:24][CH2:23][CH2:22][CH2:21]3)=[O:19])=[O:9])=[N:4][CH:3]=2)=[CH:33][CH:32]=[CH:31][N:30]=1)=[O:28]. (6) Given the reactants [Br:1][C:2]1[C:3](F)=[C:4]2[C:10]([NH:11][C:12](=[O:17])[C@@H:13]([O:15][CH3:16])[CH3:14])=[CH:9][NH:8][C:5]2=[N:6][CH:7]=1.[NH:19]1[CH2:24][CH2:23][CH2:22][C@@H:21]([NH:25][C:26](=[O:32])[O:27][C:28]([CH3:31])([CH3:30])[CH3:29])[CH2:20]1, predict the reaction product. The product is: [Br:1][C:2]1[C:3]([N:19]2[CH2:24][CH2:23][CH2:22][C@@H:21]([NH:25][C:26](=[O:32])[O:27][C:28]([CH3:30])([CH3:29])[CH3:31])[CH2:20]2)=[C:4]2[C:10]([NH:11][C:12](=[O:17])[C@@H:13]([O:15][CH3:16])[CH3:14])=[CH:9][NH:8][C:5]2=[N:6][CH:7]=1.